This data is from Forward reaction prediction with 1.9M reactions from USPTO patents (1976-2016). The task is: Predict the product of the given reaction. Given the reactants [CH3:1][O:2][C:3]1[C:4](=[O:13])[CH:5]=[C:6]([CH3:12])[C:7](=[O:11])[C:8]=1[O:9][CH3:10].S(S([O-])=O)([O-])=O.[Na+].[Na+].Cl, predict the reaction product. The product is: [CH3:12][C:6]1[C:7]([OH:11])=[C:8]([O:9][CH3:10])[C:3]([O:2][CH3:1])=[C:4]([OH:13])[CH:5]=1.